Dataset: Full USPTO retrosynthesis dataset with 1.9M reactions from patents (1976-2016). Task: Predict the reactants needed to synthesize the given product. (1) Given the product [C:1]([O:5][C:6]([NH:8][CH2:9][C:10](=[O:17])[CH:11]([CH2:25][C:26]([C:28]1[CH:37]=[CH:36][CH:35]=[C:34]2[C:29]=1[N:30]=[C:31]([NH:39][C:40]1([CH3:43])[CH2:42][CH2:41]1)[C:32]([CH3:38])=[N:33]2)=[O:27])[C:12]([O:14][CH2:15][CH3:16])=[O:13])=[O:7])([CH3:3])([CH3:4])[CH3:2], predict the reactants needed to synthesize it. The reactants are: [C:1]([O:5][C:6]([NH:8][CH2:9][C:10](=[O:17])[CH2:11][C:12]([O:14][CH2:15][CH3:16])=[O:13])=[O:7])([CH3:4])([CH3:3])[CH3:2].C([O-])([O-])=O.[K+].[K+].Br[CH2:25][C:26]([C:28]1[CH:37]=[CH:36][CH:35]=[C:34]2[C:29]=1[N:30]=[C:31]([NH:39][C:40]1([CH3:43])[CH2:42][CH2:41]1)[C:32]([CH3:38])=[N:33]2)=[O:27].C1COCC1. (2) Given the product [CH2:30]([S:27]([C:24]1[CH:25]=[CH:26][C:21]([CH2:20][CH:16]([C:17](=[O:19])[CH3:18])[C:15]([NH:1][C:2]2[CH:3]=[C:4]([OH:9])[CH:5]=[CH:6][C:7]=2[F:8])=[O:32])=[CH:22][CH:23]=1)(=[O:29])=[O:28])[CH3:31], predict the reactants needed to synthesize it. The reactants are: [NH2:1][C:2]1[CH:3]=[C:4]([OH:9])[CH:5]=[CH:6][C:7]=1[F:8].C(S[C:15](=[O:32])[CH:16]([CH2:20][C:21]1[CH:26]=[CH:25][C:24]([S:27]([CH2:30][CH3:31])(=[O:29])=[O:28])=[CH:23][CH:22]=1)[C:17](=[O:19])[CH3:18])(C)(C)C. (3) Given the product [NH2:12][CH2:13][C@@H:9]([C:4]1[CH:5]=[CH:6][C:7]([Cl:8])=[C:2]([NH:1][S:32]([C:27]2[CH:28]=[CH:29][C:30]([Cl:31])=[C:25]([Cl:24])[CH:26]=2)(=[O:34])=[O:33])[CH:3]=1)[CH2:10][C:11]([OH:14])=[O:43], predict the reactants needed to synthesize it. The reactants are: [NH2:1][C:2]1[CH:3]=[C:4]([C@@H:9]2[CH2:13][NH:12][C:11](=[O:14])[CH2:10]2)[CH:5]=[CH:6][C:7]=1[Cl:8].C(N(C(C)C)CC)(C)C.[Cl:24][C:25]1[CH:26]=[C:27]([S:32](Cl)(=[O:34])=[O:33])[CH:28]=[CH:29][C:30]=1[Cl:31].Cl.Cl.NC[C@@H](C1C=CC(Cl)=C(Br)C=1)CC(O)=[O:43]. (4) Given the product [OH:39]/[N:38]=[C:8](/[C:6]1[CH:5]=[CH:4][N:3]=[C:2]([CH3:1])[CH:7]=1)\[CH2:9][CH:10]([C:21]1[CH:26]=[CH:25][C:24]([C:27]2[CH:32]=[CH:31][C:30]([C:33]([OH:35])=[O:34])=[CH:29][CH:28]=2)=[CH:23][CH:22]=1)[C:11]1[CH:16]=[CH:15][CH:14]=[CH:13][C:12]=1[C:17]([F:19])([F:20])[F:18], predict the reactants needed to synthesize it. The reactants are: [CH3:1][C:2]1[CH:7]=[C:6]([C:8](=O)[CH2:9][CH:10]([C:21]2[CH:26]=[CH:25][C:24]([C:27]3[CH:32]=[CH:31][C:30]([C:33]([OH:35])=[O:34])=[CH:29][CH:28]=3)=[CH:23][CH:22]=2)[C:11]2[CH:16]=[CH:15][CH:14]=[CH:13][C:12]=2[C:17]([F:20])([F:19])[F:18])[CH:5]=[CH:4][N:3]=1.Cl.[NH2:38][OH:39].C([O-])(O)=O.[Na+]. (5) Given the product [CH2:1]([N:3]([CH2:11][C:12]1[N:13]=[C:14]2[S:21][C:20]([CH3:22])=[C:19]([CH2:23][N:25]3[CH:29]=[CH:28][CH:27]=[N:26]3)[N:15]2[C:16](=[O:18])[CH:17]=1)[C:4]1[CH:9]=[CH:8][C:7]([F:10])=[CH:6][CH:5]=1)[CH3:2], predict the reactants needed to synthesize it. The reactants are: [CH2:1]([N:3]([CH2:11][C:12]1[N:13]=[C:14]2[S:21][C:20]([CH3:22])=[C:19]([CH2:23]O)[N:15]2[C:16](=[O:18])[CH:17]=1)[C:4]1[CH:9]=[CH:8][C:7]([F:10])=[CH:6][CH:5]=1)[CH3:2].[NH:25]1[CH:29]=[CH:28][CH:27]=[N:26]1.C1(P(C2C=CC=CC=2)C2C=CC=CC=2)C=CC=CC=1.N(C(OC(C)C)=O)=NC(OC(C)C)=O. (6) Given the product [Br:1][C:2]1[CH:7]=[C:6]([F:8])[CH:5]=[CH:4][C:3]=1[CH:9]1[N:10]=[C:11]([N:22]2[CH:26]=[N:25][CH:24]=[N:23]2)[NH:12][C:13]([CH2:20][N:27]2[CH2:31][CH2:30][CH2:29][C@H:28]2[C:32]([OH:34])=[O:33])=[C:14]1[C:15]([O:17][CH2:18][CH3:19])=[O:16], predict the reactants needed to synthesize it. The reactants are: [Br:1][C:2]1[CH:7]=[C:6]([F:8])[CH:5]=[CH:4][C:3]=1[CH:9]1[C:14]([C:15]([O:17][CH2:18][CH3:19])=[O:16])=[C:13]([CH2:20]Br)[NH:12][C:11]([N:22]2[CH:26]=[N:25][CH:24]=[N:23]2)=[N:10]1.[NH:27]1[CH2:31][CH2:30][CH2:29][C@H:28]1[C:32]([OH:34])=[O:33]. (7) Given the product [C:1]([N:5]1[C:26](=[O:28])[C:25]2[N:10]3[CH2:11][CH2:12][C:13]4[CH:14]=[C:15]([O:23][CH3:24])[C:16]([O:19][CH:20]([CH3:21])[CH3:22])=[CH:17][C:18]=4[C:9]3=[C:8]([C:29]3[S:30][CH:31]=[CH:32][CH:33]=3)[C:7]=2[CH2:6]1)([CH3:2])([CH3:4])[CH3:3], predict the reactants needed to synthesize it. The reactants are: [C:1]([NH:5][CH2:6][C:7]1[C:8]([C:29]2[S:30][CH:31]=[CH:32][CH:33]=2)=[C:9]2[C:18]3[C:13](=[CH:14][C:15]([O:23][CH3:24])=[C:16]([O:19][CH:20]([CH3:22])[CH3:21])[CH:17]=3)[CH2:12][CH2:11][N:10]2[C:25]=1[C:26]([OH:28])=O)([CH3:4])([CH3:3])[CH3:2].CCN(C(C)C)C(C)C.CN(C(ON1N=NC2C=CC=NC1=2)=[N+](C)C)C.F[P-](F)(F)(F)(F)F.